This data is from Forward reaction prediction with 1.9M reactions from USPTO patents (1976-2016). The task is: Predict the product of the given reaction. (1) Given the reactants Cl[C:2](OC1C=CC([N+]([O-])=O)=CC=1)=[O:3].[NH2:14][C:15]1[CH:20]=[CH:19][N:18]=[C:17]([Cl:21])[CH:16]=1.[F:22][C:23]([F:27])([F:26])[CH2:24][NH2:25].CCN(C(C)C)C(C)C, predict the reaction product. The product is: [Cl:21][C:17]1[CH:16]=[C:15]([NH:14][C:2]([NH:25][CH2:24][C:23]([F:27])([F:26])[F:22])=[O:3])[CH:20]=[CH:19][N:18]=1. (2) Given the reactants [NH2:1][C:2]1[C:7](/[CH:8]=[CH:9]/[C:10]([O:12]C(C)(C)C)=[O:11])=[CH:6][C:5]([Cl:17])=[CH:4][N:3]=1, predict the reaction product. The product is: [NH2:1][C:2]1[C:7](/[CH:8]=[CH:9]/[C:10]([OH:12])=[O:11])=[CH:6][C:5]([Cl:17])=[CH:4][N:3]=1.